Dataset: Forward reaction prediction with 1.9M reactions from USPTO patents (1976-2016). Task: Predict the product of the given reaction. (1) Given the reactants C([Li])CCC.C(NC(C)C)(C)C.[C:13]([O:16][CH2:17][CH3:18])(=[O:15])[CH3:14].[CH3:19][C@H:20]([C@H:24]([CH3:28])[CH2:25][CH2:26][CH3:27])[C:21](Cl)=[O:22], predict the reaction product. The product is: [CH2:17]([O:16][C:13](=[O:15])[CH2:14][C:21](=[O:22])[C@H:20]([CH3:19])[C@H:24]([CH3:28])[CH2:25][CH2:26][CH3:27])[CH3:18]. (2) Given the reactants [I-].[Na+].Br[CH2:4][CH2:5][CH2:6][O:7][CH:8]1[CH2:13][CH2:12][CH2:11][CH2:10][O:9]1.[N:14]1[CH:19]=[CH:18][CH:17]=[C:16]([CH2:20][CH2:21][NH:22][CH2:23][C:24]2[CH:29]=[CH:28][N:27]=[CH:26][CH:25]=2)[CH:15]=1.C(N(C(C)C)C(C)C)C, predict the reaction product. The product is: [N:14]1[CH:19]=[CH:18][CH:17]=[C:16]([CH2:20][CH2:21][N:22]([CH2:23][C:24]2[CH:25]=[CH:26][N:27]=[CH:28][CH:29]=2)[CH2:4][CH2:5][CH2:6][O:7][CH:8]2[CH2:13][CH2:12][CH2:11][CH2:10][O:9]2)[CH:15]=1. (3) Given the reactants [CH:1]1([C:4]2[CH:5]=[C:6]([CH:9]=[C:10]([O:13][CH2:14][CH2:15][CH3:16])[C:11]=2I)[CH:7]=[O:8])[CH2:3][CH2:2]1.[F:17][C:18]1[CH:23]=[CH:22][CH:21]=[CH:20][C:19]=1B(O)O.[F-].[Cs+].COCCOC, predict the reaction product. The product is: [CH:1]1([C:4]2[CH:5]=[C:6]([CH:7]=[O:8])[CH:9]=[C:10]([O:13][CH2:14][CH2:15][CH3:16])[C:11]=2[C:19]2[CH:20]=[CH:21][CH:22]=[CH:23][C:18]=2[F:17])[CH2:3][CH2:2]1. (4) Given the reactants [CH3:1][Li].[CH3:3][C:4](=[CH:6][CH2:7][CH2:8][C:9](=[CH:11][CH:12]=[O:13])[CH3:10])[CH3:5], predict the reaction product. The product is: [OH:13][CH:12]([CH3:1])[CH:11]=[C:9]([CH3:10])[CH2:8][CH2:7][CH:6]=[C:4]([CH3:3])[CH3:5]. (5) Given the reactants O[C:2]12[C:13]3[C:8](=[CH:9][CH:10]=[CH:11][CH:12]=3)[C:7](=[O:14])[C:6]1([OH:15])[C:5]1[CH:16]=[C:17]([N+:20]([O-:22])=[O:21])[CH:18]=[CH:19][C:4]=1[O:3]2.[C:23]([OH:26])(=[O:25])[CH3:24].N1C=CC=CC=1.C1C[O:36][CH2:35][CH2:34]1, predict the reaction product. The product is: [C:23]([O:26][C:4]1[CH:19]=[CH:18][C:17]([N+:20]([O-:22])=[O:21])=[CH:16][C:5]=1[C:6]1([O:15][C:35](=[O:36])[CH3:34])[C:7](=[O:14])[C:8]2[C:13](=[CH:12][CH:11]=[CH:10][CH:9]=2)[C:2]1=[O:3])(=[O:25])[CH3:24]. (6) Given the reactants [C:1]([C:3]1[N:4]([CH2:35][CH2:36][N:37]2[CH2:42][CH2:41][N:40](C(OC(C)(C)C)=O)[CH2:39][CH2:38]2)[C:5]2[C:10]([CH:11]=1)=[C:9]([CH3:12])[C:8]([CH2:13][N:14]1[CH2:19][CH2:18][CH:17]([NH:20][C:21]3[C:22]4[CH:29]=[C:28]([CH2:30][C:31]([F:34])([F:33])[F:32])[S:27][C:23]=4[N:24]=[CH:25][N:26]=3)[CH2:16][CH2:15]1)=[CH:7][CH:6]=2)#[N:2].Cl[Sn](Cl)(Cl)Cl, predict the reaction product. The product is: [CH3:12][C:9]1[C:8]([CH2:13][N:14]2[CH2:19][CH2:18][CH:17]([NH:20][C:21]3[C:22]4[CH:29]=[C:28]([CH2:30][C:31]([F:33])([F:32])[F:34])[S:27][C:23]=4[N:24]=[CH:25][N:26]=3)[CH2:16][CH2:15]2)=[CH:7][CH:6]=[C:5]2[C:10]=1[CH:11]=[C:3]([C:1]#[N:2])[N:4]2[CH2:35][CH2:36][N:37]1[CH2:38][CH2:39][NH:40][CH2:41][CH2:42]1. (7) Given the reactants [F:1][C:2]1[CH:3]=[C:4]([CH:30]=[CH:31][CH:32]=1)[CH2:5][N:6]1[C:14]2[C:9](=[CH:10][C:11]([NH:15][C:16]3[C:21]4[C:22]5[CH2:28][CH2:27][CH2:26][NH:25][CH2:24][C:23]=5[S:29][C:20]=4[N:19]=[CH:18][N:17]=3)=[CH:12][CH:13]=2)[CH:8]=[N:7]1.Cl.[CH3:34][N:35]([CH:42]([CH3:44])[CH3:43])[CH2:36]/[CH:37]=[CH:38]/[C:39](O)=[O:40], predict the reaction product. The product is: [F:1][C:2]1[CH:3]=[C:4]([CH:30]=[CH:31][CH:32]=1)[CH2:5][N:6]1[C:14]2[C:9](=[CH:10][C:11]([NH:15][C:16]3[C:21]4[C:22]5[CH2:28][CH2:27][CH2:26][N:25]([C:39](=[O:40])/[CH:38]=[CH:37]/[CH2:36][N:35]([CH3:34])[CH:42]([CH3:44])[CH3:43])[CH2:24][C:23]=5[S:29][C:20]=4[N:19]=[CH:18][N:17]=3)=[CH:12][CH:13]=2)[CH:8]=[N:7]1. (8) Given the reactants [Cl:1][C:2]1[CH:7]=[C:6]([NH:8][CH:9]2[CH2:14][CH2:13][N:12]([CH:15]3[CH2:20][CH2:19][O:18][CH2:17][CH2:16]3)[CH2:11][CH2:10]2)[C:5]([NH2:21])=[CH:4][C:3]=1[CH:22]([F:24])[F:23].C(N(CC)C(C)C)(C)C.Cl[C:35](OCC)=[O:36], predict the reaction product. The product is: [ClH:1].[Cl:1][C:2]1[C:3]([CH:22]([F:24])[F:23])=[CH:4][C:5]2[NH:21][C:35](=[O:36])[N:8]([CH:9]3[CH2:10][CH2:11][N:12]([CH:15]4[CH2:16][CH2:17][O:18][CH2:19][CH2:20]4)[CH2:13][CH2:14]3)[C:6]=2[CH:7]=1. (9) Given the reactants [CH2:1]([O:8][C:9]1[CH:18]=[C:17]([O:19][CH2:20][O:21][CH3:22])[CH:16]=[C:15]2[C:10]=1[C:11](=[O:30])[CH:12]=[C:13]([C:23]1[CH:28]=[CH:27][C:26]([OH:29])=[CH:25][CH:24]=1)[O:14]2)[C:2]1[CH:7]=[CH:6][CH:5]=[CH:4][CH:3]=1.Cl[CH2:32][CH2:33][CH2:34][C:35]#[CH:36], predict the reaction product. The product is: [CH2:1]([O:8][C:9]1[CH:18]=[C:17]([O:19][CH2:20][O:21][CH3:22])[CH:16]=[C:15]2[C:10]=1[C:11](=[O:30])[CH:12]=[C:13]([C:23]1[CH:28]=[CH:27][C:26]([O:29][CH2:36][CH2:35][CH2:34][C:33]#[CH:32])=[CH:25][CH:24]=1)[O:14]2)[C:2]1[CH:7]=[CH:6][CH:5]=[CH:4][CH:3]=1. (10) The product is: [C:1]([NH:5][C:6]1[N:7]=[C:8]([NH:23][C:24]2[CH:29]=[N:28][CH:27]=[CH:26][N:25]=2)[CH:9]=[C:10]2[C:15]=1[C:14](=[O:16])[N:13]([CH2:17][C@@H:18]([OH:21])[CH2:19][OH:20])[CH:12]=[CH:11]2)([CH3:4])([CH3:3])[CH3:2]. Given the reactants [C:1]([NH:5][C:6]1[N:7]=[C:8](Cl)[CH:9]=[C:10]2[C:15]=1[C:14](=[O:16])[N:13]([CH2:17][C@@H:18]([OH:21])[CH2:19][OH:20])[CH:12]=[CH:11]2)([CH3:4])([CH3:3])[CH3:2].[NH2:23][C:24]1[CH:29]=[N:28][CH:27]=[CH:26][N:25]=1.CC1(C)C2C(=C(P(C3C=CC=CC=3)C3C=CC=CC=3)C=CC=2)OC2C(P(C3C=CC=CC=3)C3C=CC=CC=3)=CC=CC1=2.C([O-])([O-])=O.[Cs+].[Cs+], predict the reaction product.